Predict the reactants needed to synthesize the given product. From a dataset of Full USPTO retrosynthesis dataset with 1.9M reactions from patents (1976-2016). (1) Given the product [F:1][C:2]1[CH:3]=[CH:4][C:5]([C:8]2[O:9][C:10]3[CH:20]=[CH:19][C:18]([C:21]4[CH:26]=[C:25]([C:27](=[O:33])[NH:28][CH2:29][CH:30]([CH3:32])[CH3:31])[CH:24]=[CH:23][C:22]=4[O:34][CH2:47][CH2:48][CH:49]4[O:54][CH2:53][CH2:52][NH:51][CH2:50]4)=[CH:17][C:11]=3[C:12]=2[C:13]([NH:15][CH3:16])=[O:14])=[CH:6][CH:7]=1, predict the reactants needed to synthesize it. The reactants are: [F:1][C:2]1[CH:7]=[CH:6][C:5]([C:8]2[O:9][C:10]3[CH:20]=[CH:19][C:18]([C:21]4[CH:26]=[C:25]([C:27](=[O:33])[NH:28][CH2:29][CH:30]([CH3:32])[CH3:31])[CH:24]=[CH:23][C:22]=4[OH:34])=[CH:17][C:11]=3[C:12]=2[C:13]([NH:15][CH3:16])=[O:14])=[CH:4][CH:3]=1.C1CCN2C(=NCCC2)CC1.Br[CH2:47][CH2:48][CH:49]1[O:54][CH2:53][CH2:52][N:51](C(OC(C)(C)C)=O)[CH2:50]1.C(O)(C(F)(F)F)=O. (2) Given the product [CH2:1]([O:8][C:9]([CH2:11][O:12][C:13](=[O:24])[C@@H:14]([OH:16])[CH3:15])=[O:10])[C:2]1[CH:3]=[CH:4][CH:5]=[CH:6][CH:7]=1, predict the reactants needed to synthesize it. The reactants are: [CH2:1]([O:8][C:9]([CH2:11][O:12][C:13](=[O:24])[C@@H:14]([O:16][Si](C(C)(C)C)(C)C)[CH3:15])=[O:10])[C:2]1[CH:7]=[CH:6][CH:5]=[CH:4][CH:3]=1. (3) Given the product [OH:11][CH2:10][C@@H:9]([NH:8][C:6](=[O:7])[O:5][C:1]([CH3:4])([CH3:3])[CH3:2])[CH2:13][CH:14]=[CH2:15], predict the reactants needed to synthesize it. The reactants are: [C:1]([O:5][C:6]([NH:8][C@@H:9]([CH2:13][CH:14]=[CH2:15])[C:10](O)=[O:11])=[O:7])([CH3:4])([CH3:3])[CH3:2].CCN(CC)CC.ClC(OC)=O.[BH4-].[Na+]. (4) Given the product [Cl:1][C:2]1[CH:3]=[CH:4][C:5]([C@@H:8]2[CH2:12][C@@H:11]([OH:13])[CH2:10][C@H:9]2[C:14]([N:56]2[CH2:57][CH2:58][C:53]([CH2:59][N:60]3[C:64]([CH3:65])([CH3:67])[CH2:63][O:62][C:61]3=[O:69])([CH:47]3[CH2:48][CH2:49][CH2:50][CH2:51][CH2:52]3)[CH2:54][CH2:55]2)=[O:16])=[CH:6][CH:7]=1, predict the reactants needed to synthesize it. The reactants are: [Cl:1][C:2]1[CH:7]=[CH:6][C:5]([C@@H:8]2[CH2:12][C@@H:11]([OH:13])[CH2:10][C@H:9]2[C:14]([OH:16])=O)=[CH:4][CH:3]=1.Cl.CN(C)CCCN=C=NCC.ON1C2C=CC=CC=2N=N1.CN1CCOCC1.[Cl-].[CH:47]1([C:53]2([CH2:59][N:60]3[C:64]([CH2:67]C)([CH2:65]C)[CH2:63][O:62][C:61]3=[O:69])[CH2:58][CH2:57][NH2+:56][CH2:55][CH2:54]2)[CH2:52][CH2:51][CH2:50][CH2:49][CH2:48]1.